From a dataset of NCI-60 drug combinations with 297,098 pairs across 59 cell lines. Regression. Given two drug SMILES strings and cell line genomic features, predict the synergy score measuring deviation from expected non-interaction effect. Drug 1: CC1=C2C(C(=O)C3(C(CC4C(C3C(C(C2(C)C)(CC1OC(=O)C(C(C5=CC=CC=C5)NC(=O)C6=CC=CC=C6)O)O)OC(=O)C7=CC=CC=C7)(CO4)OC(=O)C)O)C)OC(=O)C. Drug 2: C1=CC=C(C(=C1)C(C2=CC=C(C=C2)Cl)C(Cl)Cl)Cl. Cell line: SNB-19. Synergy scores: CSS=1.84, Synergy_ZIP=-0.608, Synergy_Bliss=-1.75, Synergy_Loewe=0.346, Synergy_HSA=-1.70.